Task: Predict the reaction yield, written as a fraction of the theoretical maximum amount of product (1.0 means a 100% yield; for example, 0.34 means a 34% yield).. Dataset: Reaction yield outcomes from USPTO patents with 853,638 reactions (1) The reactants are O.[NH2:2][NH2:3].[CH2:4]([N:8]=[C:9]=[S:10])[CH2:5][CH2:6][CH3:7]. The catalyst is CO. The product is [CH2:4]([NH:8][C:9]([NH:2][NH2:3])=[S:10])[CH2:5][CH2:6][CH3:7]. The yield is 0.870. (2) The reactants are [CH2:1]([O:3][P:4]([CH2:9][CH2:10][CH2:11][CH2:12][CH2:13][N:14]1C(=O)C2C(=CC=CC=2)C1=O)(=[O:8])[O:5][CH2:6][CH3:7])[CH3:2].CC(O)C.NN. The catalyst is C1COCC1. The product is [CH2:6]([O:5][P:4]([CH2:9][CH2:10][CH2:11][CH2:12][CH2:13][NH2:14])(=[O:8])[O:3][CH2:1][CH3:2])[CH3:7]. The yield is 0.720. (3) The reactants are [Br:1][C:2]1[CH:3]=[CH:4][C:5]([N+:18]([O-])=O)=[C:6]([CH:17]=1)[NH:7][CH2:8][C:9]1[CH:14]=[CH:13][C:12]([O:15][CH3:16])=[CH:11][CH:10]=1.[Cl-].[NH4+]. The catalyst is CCO.O.[Fe]. The product is [Br:1][C:2]1[CH:17]=[C:6]([NH:7][CH2:8][C:9]2[CH:14]=[CH:13][C:12]([O:15][CH3:16])=[CH:11][CH:10]=2)[C:5]([NH2:18])=[CH:4][CH:3]=1. The yield is 0.820. (4) The reactants are Br[C:2]1[C:28]([F:29])=[CH:27][C:5]([O:6][C@H:7]2[CH2:12][CH2:11][CH2:10][N:9]([CH:13]3[CH2:18][CH2:17][N:16]([C:19]([O:21][C:22]([CH3:25])([CH3:24])[CH3:23])=[O:20])[CH2:15][CH2:14]3)[C:8]2=[O:26])=[C:4]([F:30])[CH:3]=1.[CH3:31][S:32]([O-:34])=[O:33].[Na+].[C@H]1(N)CCCC[C@@H]1N. The catalyst is CS(C)=O.CCOC(C)=O. The product is [F:30][C:4]1[CH:3]=[C:2]([S:32]([CH3:31])(=[O:34])=[O:33])[C:28]([F:29])=[CH:27][C:5]=1[O:6][C@H:7]1[CH2:12][CH2:11][CH2:10][N:9]([CH:13]2[CH2:18][CH2:17][N:16]([C:19]([O:21][C:22]([CH3:23])([CH3:24])[CH3:25])=[O:20])[CH2:15][CH2:14]2)[C:8]1=[O:26]. The yield is 0.440. (5) The reactants are Br[C:2]1[CH:7]=[CH:6][C:5]([C:8]2[CH:13]=[CH:12][CH:11]=[C:10]([F:14])[CH:9]=2)=[CH:4][C:3]=1[O:15][CH3:16].[Li]CCCC.[B:22](OC)([O:25]C)[O:23]C. The catalyst is C1COCC1. The product is [F:14][C:10]1[CH:9]=[C:8]([C:5]2[CH:6]=[CH:7][C:2]([B:22]([OH:25])[OH:23])=[C:3]([O:15][CH3:16])[CH:4]=2)[CH:13]=[CH:12][CH:11]=1. The yield is 0.204. (6) The reactants are [NH3:1].CO.[Br:4][C:5]1[C:6]([F:17])=[C:7]2[C:11](=[C:12]([C:14](O)=[O:15])[CH:13]=1)[NH:10][CH:9]=[CH:8]2. The catalyst is C(Cl)Cl. The product is [Br:4][C:5]1[C:6]([F:17])=[C:7]2[C:11](=[C:12]([C:14]([NH2:1])=[O:15])[CH:13]=1)[NH:10][CH:9]=[CH:8]2. The yield is 0.200. (7) The reactants are [C:1]1([C:7]([CH3:27])([CH2:13][N:14]([CH3:26])[C:15]([NH:17][C:18]([CH3:25])([CH2:20][C:21]([CH3:24])([CH3:23])[CH3:22])[CH3:19])=[O:16])[C:8](OCC)=[O:9])[CH2:6][CH2:5][CH2:4][CH2:3][CH:2]=1.CC([O-])(C)C.[K+]. The catalyst is CN(C=O)C. The product is [C:1]1([C:7]2([CH3:27])[CH2:13][N:14]([CH3:26])[C:15](=[O:16])[N:17]([C:18]([CH3:19])([CH2:20][C:21]([CH3:23])([CH3:24])[CH3:22])[CH3:25])[C:8]2=[O:9])[CH2:6][CH2:5][CH2:4][CH2:3][CH:2]=1. The yield is 0.870. (8) The reactants are [CH2:1]([CH:3]([CH2:26][CH3:27])[CH:4]([NH:15][C:16]1[CH:25]=[CH:24][C:19]([C:20]([O:22]C)=[O:21])=[CH:18][CH:17]=1)[C:5]1[S:6][C:7]2[CH:14]=[CH:13][CH:12]=[CH:11][C:8]=2[C:9]=1[CH3:10])[CH3:2].O1CCCC1.[OH-].[Na+]. The catalyst is C(O)C. The product is [CH2:26]([CH:3]([CH2:1][CH3:2])[CH:4]([NH:15][C:16]1[CH:17]=[CH:18][C:19]([C:20]([OH:22])=[O:21])=[CH:24][CH:25]=1)[C:5]1[S:6][C:7]2[CH:14]=[CH:13][CH:12]=[CH:11][C:8]=2[C:9]=1[CH3:10])[CH3:27]. The yield is 0.950.